This data is from Forward reaction prediction with 1.9M reactions from USPTO patents (1976-2016). The task is: Predict the product of the given reaction. (1) The product is: [Br:20][CH2:2][C:1]([C:4]1[CH:9]=[CH:8][C:7]([NH:10][S:11]([C:14]([F:16])([F:15])[F:17])(=[O:13])=[O:12])=[C:6]([O:18][CH3:19])[CH:5]=1)=[O:3]. Given the reactants [C:1]([C:4]1[CH:9]=[CH:8][C:7]([NH:10][S:11]([C:14]([F:17])([F:16])[F:15])(=[O:13])=[O:12])=[C:6]([O:18][CH3:19])[CH:5]=1)(=[O:3])[CH3:2].[Br:20]Br.S([O-])([O-])(=O)=S.[Na+].[Na+], predict the reaction product. (2) Given the reactants [C:1]([OH:5])(=O)[CH2:2]O.[NH2:6][C:7]1[CH:12]=[CH:11][C:10]([O:13][C:14]2[CH:15]=[N:16][CH:17]=[CH:18][CH:19]=2)=[CH:9][C:8]=1[N:20](C)[C:21](=O)OC(C)(C)C.Cl.C(=O)(O)[O-].[Na+], predict the reaction product. The product is: [CH3:21][N:20]1[C:8]2[CH:9]=[C:10]([O:13][C:14]3[CH:15]=[N:16][CH:17]=[CH:18][CH:19]=3)[CH:11]=[CH:12][C:7]=2[N:6]=[C:2]1[CH2:1][OH:5].